From a dataset of Full USPTO retrosynthesis dataset with 1.9M reactions from patents (1976-2016). Predict the reactants needed to synthesize the given product. (1) The reactants are: [N:1]1([C:7]2[CH:8]=[CH:9][C:10]([NH2:13])=[N:11][CH:12]=2)[CH2:6][CH2:5][O:4][CH2:3][CH2:2]1.Br[C:15]1[C:20](=[O:21])[N:19]([CH3:22])[CH:18]=[C:17]([C:23]2[C:24]([CH3:42])=[C:25]([NH:29][C:30](=[O:41])[C:31]3[CH:36]=[CH:35][C:34]([C:37]([CH3:40])([CH3:39])[CH3:38])=[CH:33][CH:32]=3)[CH:26]=[CH:27][CH:28]=2)[CH:16]=1.CC1(C)C2C=CC=C(P(C3C=CC=CC=3)C3C=CC=CC=3)C=2OC2C1=CC=CC=2P(C1C=CC=CC=1)C1C=CC=CC=1.C([O-])([O-])=O.[Cs+].[Cs+]. Given the product [C:37]([C:34]1[CH:35]=[CH:36][C:31]([C:30]([NH:29][C:25]2[CH:26]=[CH:27][CH:28]=[C:23]([C:17]3[CH:16]=[C:15]([NH:13][C:10]4[CH:9]=[CH:8][C:7]([N:1]5[CH2:6][CH2:5][O:4][CH2:3][CH2:2]5)=[CH:12][N:11]=4)[C:20](=[O:21])[N:19]([CH3:22])[CH:18]=3)[C:24]=2[CH3:42])=[O:41])=[CH:32][CH:33]=1)([CH3:40])([CH3:38])[CH3:39], predict the reactants needed to synthesize it. (2) Given the product [NH2:8][C:6]1[C:5]([C:4]([O:3][CH2:1][CH3:2])=[O:10])=[N:9][C:14]([C:15]([F:18])([F:17])[F:16])=[C:13]([C:12]([F:22])([F:21])[F:11])[N:7]=1, predict the reactants needed to synthesize it. The reactants are: [CH2:1]([O:3][C:4](=[O:10])[CH:5]([NH2:9])[C:6](=[NH:8])[NH2:7])[CH3:2].[F:11][C:12]([F:22])([F:21])[C:13](=O)[C:14](=O)[C:15]([F:18])([F:17])[F:16]. (3) Given the product [N:31]1([S:10]([C:13]2[CH:18]=[CH:17][C:16]([C:19]3[NH:23][C:22]4[CH:24]=[CH:25][C:26]([C:28]([NH2:30])=[O:29])=[CH:27][C:21]=4[N:20]=3)=[CH:15][CH:14]=2)(=[O:11])=[O:12])[C:39]2[C:34](=[CH:35][CH:36]=[CH:37][CH:38]=2)[CH2:33][CH2:32]1, predict the reactants needed to synthesize it. The reactants are: N1C2C(=CC=CC=2)CC1[S:10]([C:13]1[CH:18]=[CH:17][C:16]([C:19]2[NH:23][C:22]3[CH:24]=[CH:25][C:26]([C:28]([NH2:30])=[O:29])=[CH:27][C:21]=3[N:20]=2)=[CH:15][CH:14]=1)(=[O:12])=[O:11].[NH:31]1[C:39]2[C:34](=[CH:35][CH:36]=[CH:37][CH:38]=2)[CH2:33][CH:32]1S(C1C=CC(C=O)=CC=1)(=O)=O.C(NS(C1C=CC(C=O)=CC=1)(=O)=O)C1C=CC=CC=1. (4) Given the product [I:1][C:2]1[C:3]([CH3:20])=[C:4]([CH:17]=[CH:18][CH:19]=1)[CH2:5][NH:6][C:7]1[C:12]([N+:13]([O-:15])=[O:14])=[CH:11][N:10]=[C:9]([NH:30][CH2:31][C@@H:32]2[CH2:36][CH2:35][N:34]([C:37]([O:39][C:40]([CH3:43])([CH3:42])[CH3:41])=[O:38])[CH2:33]2)[N:8]=1, predict the reactants needed to synthesize it. The reactants are: [I:1][C:2]1[C:3]([CH3:20])=[C:4]([CH:17]=[CH:18][CH:19]=1)[CH2:5][NH:6][C:7]1[C:12]([N+:13]([O-:15])=[O:14])=[CH:11][N:10]=[C:9](Cl)[N:8]=1.C(N(C(C)C)CC)(C)C.[NH2:30][CH2:31][C@@H:32]1[CH2:36][CH2:35][N:34]([C:37]([O:39][C:40]([CH3:43])([CH3:42])[CH3:41])=[O:38])[CH2:33]1. (5) Given the product [C:1]([C:3]1[C:4]([O:15][CH3:16])=[C:5]([CH2:13][I:18])[C:6]2[C:11]([CH:12]=1)=[CH:10][CH:9]=[CH:8][CH:7]=2)#[N:2], predict the reactants needed to synthesize it. The reactants are: [C:1]([C:3]1[C:4]([O:15][CH3:16])=[C:5]([CH2:13]O)[C:6]2[C:11]([CH:12]=1)=[CH:10][CH:9]=[CH:8][CH:7]=2)#[N:2].[Na+].[I-:18]. (6) Given the product [CH3:13][C:10]1([C:2]2[O:7][CH:6]=[CH:5][C:4](=[O:9])[CH:3]=2)[CH2:11][CH2:12]1, predict the reactants needed to synthesize it. The reactants are: O/[C:2](/[C:10]1([CH3:13])[CH2:12][CH2:11]1)=[CH:3]\[C:4](=[O:9])/[CH:5]=[CH:6]/[O:7]C.C(O)(C(F)(F)F)=O.